Regression. Given two drug SMILES strings and cell line genomic features, predict the synergy score measuring deviation from expected non-interaction effect. From a dataset of NCI-60 drug combinations with 297,098 pairs across 59 cell lines. (1) Cell line: 786-0. Synergy scores: CSS=-0.583, Synergy_ZIP=-0.452, Synergy_Bliss=0.0242, Synergy_Loewe=-3.16, Synergy_HSA=-3.10. Drug 2: CCN(CC)CCNC(=O)C1=C(NC(=C1C)C=C2C3=C(C=CC(=C3)F)NC2=O)C. Drug 1: CS(=O)(=O)C1=CC(=C(C=C1)C(=O)NC2=CC(=C(C=C2)Cl)C3=CC=CC=N3)Cl. (2) Drug 1: CC1C(C(CC(O1)OC2CC(CC3=C2C(=C4C(=C3O)C(=O)C5=C(C4=O)C(=CC=C5)OC)O)(C(=O)C)O)N)O.Cl. Drug 2: C1=C(C(=O)NC(=O)N1)F. Cell line: SK-OV-3. Synergy scores: CSS=34.6, Synergy_ZIP=11.8, Synergy_Bliss=11.2, Synergy_Loewe=15.1, Synergy_HSA=15.4. (3) Drug 1: C1CCC(C1)C(CC#N)N2C=C(C=N2)C3=C4C=CNC4=NC=N3. Drug 2: CC(C)CN1C=NC2=C1C3=CC=CC=C3N=C2N. Cell line: OVCAR-4. Synergy scores: CSS=-5.49, Synergy_ZIP=0.578, Synergy_Bliss=-4.51, Synergy_Loewe=-5.86, Synergy_HSA=-5.86.